From a dataset of Reaction yield outcomes from USPTO patents with 853,638 reactions. Predict the reaction yield, written as a fraction of the theoretical maximum amount of product (1.0 means a 100% yield; for example, 0.34 means a 34% yield). (1) The reactants are [CH3:1][O:2][CH2:3][CH2:4][O:5][C:6]1[CH:11]=[CH:10][C:9](/[CH:12]=[CH:13]/[C:14]([O:16][CH2:17][CH3:18])=[O:15])=[C:8]([O:19][CH2:20][CH:21]2[CH2:25][CH2:24][CH2:23][O:22]2)[CH:7]=1. The catalyst is [C].[Pd].O1CCCC1. The product is [CH3:1][O:2][CH2:3][CH2:4][O:5][C:6]1[CH:11]=[CH:10][C:9]([CH2:12][CH2:13][C:14]([O:16][CH2:17][CH3:18])=[O:15])=[C:8]([O:19][CH2:20][CH:21]2[CH2:25][CH2:24][CH2:23][O:22]2)[CH:7]=1. The yield is 0.980. (2) The product is [C:16]([NH:15][CH2:14][CH2:13][CH:9]1[C:10]2[C:6](=[CH:5][CH:4]=[C:3]([NH:2][C:26](=[O:27])[CH2:25][C:19]3[CH:24]=[CH:23][CH:22]=[CH:21][CH:20]=3)[C:11]=2[OH:12])[CH2:7][CH2:8]1)(=[O:18])[CH3:17]. The yield is 0.240. The reactants are Cl.[NH2:2][C:3]1[C:11]([OH:12])=[C:10]2[C:6]([CH2:7][CH2:8][CH:9]2[CH2:13][CH2:14][NH:15][C:16](=[O:18])[CH3:17])=[CH:5][CH:4]=1.[C:19]1([CH2:25][C:26](Cl)=[O:27])[CH:24]=[CH:23][CH:22]=[CH:21][CH:20]=1.O. The catalyst is N1C=CC=CC=1. (3) The reactants are Br[C:2]1[CH:3]=[C:4]([NH:13][S:14]([CH2:17][CH3:18])(=[O:16])=[O:15])[CH:5]=[N:6][C:7]=1[O:8][CH2:9][CH:10]1[CH2:12][CH2:11]1.[CH3:19][N:20]1[CH:29]=[C:28](B2OC(C)(C)C(C)(C)O2)[C:27]2[C:22](=[CH:23][CH:24]=[CH:25][CH:26]=2)[C:21]1=[O:39].CC(C1C=C(C(C)C)C(C2C=CC=CC=2P(C2CCCCC2)C2CCCCC2)=C(C(C)C)C=1)C.[O-]P([O-])([O-])=O.[K+].[K+].[K+]. The catalyst is O1CCOCC1.O.C1C=CC(/C=C/C(/C=C/C2C=CC=CC=2)=O)=CC=1.C1C=CC(/C=C/C(/C=C/C2C=CC=CC=2)=O)=CC=1.C1C=CC(/C=C/C(/C=C/C2C=CC=CC=2)=O)=CC=1.[Pd].[Pd]. The product is [CH:10]1([CH2:9][O:8][C:7]2[N:6]=[CH:5][C:4]([NH:13][S:14]([CH2:17][CH3:18])(=[O:16])=[O:15])=[CH:3][C:2]=2[C:28]2[C:27]3[C:22](=[CH:23][CH:24]=[CH:25][CH:26]=3)[C:21](=[O:39])[N:20]([CH3:19])[CH:29]=2)[CH2:12][CH2:11]1. The yield is 0.520. (4) The reactants are [N:1]1[CH:6]=[CH:5][CH:4]=[C:3]([CH:7]=[CH:8][C:9]([C:11]2[CH:16]=[CH:15][CH:14]=[C:13]([O:17][CH2:18][C:19]([O:21][C:22]([CH3:25])([CH3:24])[CH3:23])=[O:20])[CH:12]=2)=[O:10])[CH:2]=1. The catalyst is CCOC(C)=O.[Pd]. The product is [N:1]1[CH:6]=[CH:5][CH:4]=[C:3]([CH2:7][CH2:8][C:9]([C:11]2[CH:16]=[CH:15][CH:14]=[C:13]([O:17][CH2:18][C:19]([O:21][C:22]([CH3:25])([CH3:24])[CH3:23])=[O:20])[CH:12]=2)=[O:10])[CH:2]=1. The yield is 1.00.